This data is from Forward reaction prediction with 1.9M reactions from USPTO patents (1976-2016). The task is: Predict the product of the given reaction. (1) Given the reactants Cl[C:2]1[CH:11]=[CH:10][C:9]2[C:8]([C:12]([NH:14][CH2:15][C:16]34[CH2:25][CH:20]5[CH2:21][CH:22]([CH2:24][CH:18]([CH2:19]5)[CH2:17]3)[CH2:23]4)=[O:13])=[C:7]([Cl:26])[CH:6]=[CH:5][C:4]=2[N:3]=1.[OH:27][C:28]1([C:34]([O:36]C)=[O:35])[CH2:33][CH2:32][NH:31][CH2:30][CH2:29]1, predict the reaction product. The product is: [Cl:26][C:7]1[C:8]([C:12]([NH:14][CH2:15][C:16]23[CH2:23][CH:22]4[CH2:21][CH:20]([CH2:19][CH:18]([CH2:24]4)[CH2:17]2)[CH2:25]3)=[O:13])=[C:9]2[C:4](=[CH:5][CH:6]=1)[N:3]=[C:2]([N:31]1[CH2:32][CH2:33][C:28]([OH:27])([C:34]([OH:36])=[O:35])[CH2:29][CH2:30]1)[CH:11]=[CH:10]2. (2) Given the reactants [NH2:1][C:2]1[C:7]([C:8]#[N:9])=[C:6]([O:10][CH2:11][CH3:12])[N:5]=[C:4]([C:13]([OH:15])=O)[CH:3]=1.F[B-](F)(F)F.N1(OC(N(C)C)=[N+](C)C)C2C=CC=CC=2N=N1.[CH2:38]([N:45]1[CH2:50][CH2:49][N:48]([CH2:51][CH2:52][NH2:53])[CH2:47][CH2:46]1)[C:39]1[CH:44]=[CH:43][CH:42]=[CH:41][CH:40]=1.C(N(C(C)C)CC)(C)C, predict the reaction product. The product is: [NH2:1][C:2]1[C:7]([C:8]#[N:9])=[C:6]([O:10][CH2:11][CH3:12])[N:5]=[C:4]([C:13]([NH:53][CH2:52][CH2:51][N:48]2[CH2:49][CH2:50][N:45]([CH2:38][C:39]3[CH:44]=[CH:43][CH:42]=[CH:41][CH:40]=3)[CH2:46][CH2:47]2)=[O:15])[CH:3]=1. (3) Given the reactants C([O-])(=O)C.[K+].[CH3:21][C:16]1([CH3:22])[C:17]([CH3:20])([CH3:19])[O:18][B:14]([B:14]2[O:18][C:17]([CH3:20])([CH3:19])[C:16]([CH3:22])([CH3:21])[O:15]2)[O:15]1.Br[C:25]1[CH:31]=[C:30]([F:32])[C:28]([NH2:29])=[C:27]([F:33])[CH:26]=1, predict the reaction product. The product is: [F:32][C:30]1[CH:31]=[C:25]([B:14]2[O:15][C:16]([CH3:21])([CH3:22])[C:17]([CH3:19])([CH3:20])[O:18]2)[CH:26]=[C:27]([F:33])[C:28]=1[NH2:29]. (4) Given the reactants CC(OC([N:8](C(OC(C)(C)C)=O)[N:9]([C:17]1[C:22]([F:23])=[C:21]([N:24]2[CH2:27][C:26](C)(N3CCCC3)C2)[N:20]=[C:19]([Cl:34])[N:18]=1)C(OC(C)(C)C)=O)=O)(C)C.[CH3:42]O, predict the reaction product. The product is: [Cl:34][C:19]1[N:20]=[C:21]([NH:24][CH:27]([CH3:26])[CH3:42])[C:22]([F:23])=[C:17]([NH:9][NH2:8])[N:18]=1. (5) Given the reactants C(OC(=O)[NH:6][CH2:7][C:8]1[CH:13]=[C:12]([I:14])[C:11]([NH:15][S:16]([CH3:19])(=[O:18])=[O:17])=[CH:10][C:9]=1[Cl:20])(C)C, predict the reaction product. The product is: [NH2:6][CH2:7][C:8]1[C:9]([Cl:20])=[CH:10][C:11]([NH:15][S:16]([CH3:19])(=[O:18])=[O:17])=[C:12]([I:14])[CH:13]=1. (6) Given the reactants [CH2:1]([O:3][C:4](=[O:45])[CH:5]([C:23]1[NH:24][C:25]2[C:30]([C:31]=1[S:32][C:33]([CH3:36])([CH3:35])[CH3:34])=[CH:29][C:28]([CH2:37][CH2:38][C:39]1[CH:44]=[CH:43][CH:42]=[CH:41][N:40]=1)=[CH:27][CH:26]=2)[CH2:6][C:7]1[CH:12]=[CH:11][C:10]([C:13]2[CH:18]=[CH:17][C:16]([C:19]([F:22])([F:21])[F:20])=[CH:15][N:14]=2)=[CH:9][CH:8]=1)[CH3:2].I[CH3:47], predict the reaction product. The product is: [CH2:1]([O:3][C:4](=[O:45])[CH:5]([C:23]1[N:24]([CH3:47])[C:25]2[C:30]([C:31]=1[S:32][C:33]([CH3:35])([CH3:34])[CH3:36])=[CH:29][C:28]([CH2:37][CH2:38][C:39]1[CH:44]=[CH:43][CH:42]=[CH:41][N:40]=1)=[CH:27][CH:26]=2)[CH2:6][C:7]1[CH:8]=[CH:9][C:10]([C:13]2[CH:18]=[CH:17][C:16]([C:19]([F:20])([F:21])[F:22])=[CH:15][N:14]=2)=[CH:11][CH:12]=1)[CH3:2]. (7) Given the reactants [N:1]1[C:10]2[C:5](=[CH:6][CH:7]=[CH:8][CH:9]=2)[CH:4]=[C:3]([CH:11]=O)[CH:2]=1.C1(C)C=CC=CC=1.O.C[CH2:22][O:23][C:24]([CH3:26])=[O:25], predict the reaction product. The product is: [N:1]1[C:10]2[C:5](=[CH:6][CH:7]=[CH:8][CH:9]=2)[CH:4]=[C:3](/[CH:11]=[CH:26]/[C:24]([O:23][CH3:22])=[O:25])[CH:2]=1. (8) Given the reactants [Cl:1][C:2]1[CH:3]=[C:4]([C@@H:12]([CH2:21][CH:22]2[CH2:26][CH2:25][CH2:24][CH2:23]2)[C:13]([NH:15][C:16]2[CH:20]=[CH:19][NH:18][N:17]=2)=[O:14])[CH:5]=[CH:6][C:7]=1[S:8]([CH3:11])(=[O:10])=[O:9].CN1CCOCC1.[C:34](Cl)(=[O:37])[CH2:35][CH3:36], predict the reaction product. The product is: [Cl:1][C:2]1[CH:3]=[C:4]([C@@H:12]([CH2:21][CH:22]2[CH2:23][CH2:24][CH2:25][CH2:26]2)[C:13]([NH:15][C:16]2[CH:20]=[CH:19][N:18]([C:34](=[O:37])[CH2:35][CH3:36])[N:17]=2)=[O:14])[CH:5]=[CH:6][C:7]=1[S:8]([CH3:11])(=[O:10])=[O:9]. (9) Given the reactants Cl.[NH2:2][C:3]1[C:4]2[C:14]([O:15][CH2:16][C@H:17]3[CH2:22][CH2:21][CH2:20][CH2:19][NH2+:18]3)=[CH:13][CH:12]=[CH:11][C:5]=2[NH:6][S:7](=[O:10])(=[O:9])[N:8]=1.[OH:23][C:24]1[CH:25]=[C:26]([CH:30]=[C:31]([CH3:33])[N:32]=1)[C:27](O)=[O:28], predict the reaction product. The product is: [NH2:2][C:3]1[C:4]2[C:14]([O:15][CH2:16][C@H:17]3[CH2:22][CH2:21][CH2:20][CH2:19][N:18]3[C:27]([C:26]3[CH:30]=[C:31]([CH3:33])[N:32]=[C:24]([OH:23])[CH:25]=3)=[O:28])=[CH:13][CH:12]=[CH:11][C:5]=2[NH:6][S:7](=[O:9])(=[O:10])[N:8]=1.